From a dataset of Full USPTO retrosynthesis dataset with 1.9M reactions from patents (1976-2016). Predict the reactants needed to synthesize the given product. Given the product [CH2:1]([S:3][C:11]1[CH:18]=[CH:17][C:14]([CH:15]=[O:16])=[CH:13][CH:12]=1)[CH3:2], predict the reactants needed to synthesize it. The reactants are: [CH2:1]([SH:3])[CH3:2].C(=O)([O-])[O-].[K+].[K+].F[C:11]1[CH:18]=[CH:17][C:14]([CH:15]=[O:16])=[CH:13][CH:12]=1.O.